Dataset: Full USPTO retrosynthesis dataset with 1.9M reactions from patents (1976-2016). Task: Predict the reactants needed to synthesize the given product. (1) Given the product [CH2:1]([C:8]1([OH:34])[CH2:13][CH2:12][N:11]([CH2:14][CH2:15][NH:16][C:17]([NH:19][C:20]2[CH:25]=[CH:24][N:23]=[C:22]([CH2:26][CH2:27][C:28]3[CH:29]=[CH:30][CH:31]=[CH:32][CH:33]=3)[CH:21]=2)=[O:18])[CH2:10][CH2:9]1)[C:2]1[CH:7]=[CH:6][CH:5]=[CH:4][CH:3]=1, predict the reactants needed to synthesize it. The reactants are: [CH2:1]([C:8]1([OH:34])[CH2:13][CH2:12][N:11]([CH2:14][CH2:15][NH:16][C:17]([NH:19][C:20]2[CH:25]=[CH:24][N:23]=[C:22](/[CH:26]=[CH:27]/[C:28]3[CH:33]=[CH:32][CH:31]=[CH:30][CH:29]=3)[CH:21]=2)=[O:18])[CH2:10][CH2:9]1)[C:2]1[CH:7]=[CH:6][CH:5]=[CH:4][CH:3]=1. (2) Given the product [O:1]=[C:2]1[NH:22][C:4]2[CH:12]([C:13]3[CH:20]=[CH:19][C:16]([C:17]#[N:18])=[CH:15][CH:14]=3)[CH2:11][O:10][CH2:9][C:5]=2[C:6](=[O:8])[NH:7]1, predict the reactants needed to synthesize it. The reactants are: [O:1]=[C:2]1[NH:7][C:6](=[O:8])[C:5]2[CH2:9][O:10][CH2:11][CH:12]([C:13]3[CH:20]=[CH:19][C:16]([C:17]#[N:18])=[CH:15][CH:14]=3)[C:4]=2O1.[OH-].[NH4+:22].